Task: Regression. Given two drug SMILES strings and cell line genomic features, predict the synergy score measuring deviation from expected non-interaction effect.. Dataset: NCI-60 drug combinations with 297,098 pairs across 59 cell lines (1) Drug 1: CC1=CC=C(C=C1)C2=CC(=NN2C3=CC=C(C=C3)S(=O)(=O)N)C(F)(F)F. Drug 2: CC12CCC3C(C1CCC2O)C(CC4=C3C=CC(=C4)O)CCCCCCCCCS(=O)CCCC(C(F)(F)F)(F)F. Cell line: HOP-62. Synergy scores: CSS=-0.418, Synergy_ZIP=-2.93, Synergy_Bliss=-9.84, Synergy_Loewe=-3.74, Synergy_HSA=-8.82. (2) Drug 1: CN1C(=O)N2C=NC(=C2N=N1)C(=O)N. Drug 2: CC1=C(N=C(N=C1N)C(CC(=O)N)NCC(C(=O)N)N)C(=O)NC(C(C2=CN=CN2)OC3C(C(C(C(O3)CO)O)O)OC4C(C(C(C(O4)CO)O)OC(=O)N)O)C(=O)NC(C)C(C(C)C(=O)NC(C(C)O)C(=O)NCCC5=NC(=CS5)C6=NC(=CS6)C(=O)NCCC[S+](C)C)O. Cell line: OVCAR-5. Synergy scores: CSS=22.0, Synergy_ZIP=-6.27, Synergy_Bliss=-0.177, Synergy_Loewe=-31.1, Synergy_HSA=-0.641. (3) Drug 1: CS(=O)(=O)C1=CC(=C(C=C1)C(=O)NC2=CC(=C(C=C2)Cl)C3=CC=CC=N3)Cl. Drug 2: CC1CCCC2(C(O2)CC(NC(=O)CC(C(C(=O)C(C1O)C)(C)C)O)C(=CC3=CSC(=N3)C)C)C. Cell line: T-47D. Synergy scores: CSS=8.42, Synergy_ZIP=-1.55, Synergy_Bliss=2.92, Synergy_Loewe=1.08, Synergy_HSA=2.04. (4) Drug 1: CC1C(C(CC(O1)OC2CC(OC(C2O)C)OC3=CC4=CC5=C(C(=O)C(C(C5)C(C(=O)C(C(C)O)O)OC)OC6CC(C(C(O6)C)O)OC7CC(C(C(O7)C)O)OC8CC(C(C(O8)C)O)(C)O)C(=C4C(=C3C)O)O)O)O. Drug 2: C1=NC2=C(N1)C(=S)N=CN2. Cell line: COLO 205. Synergy scores: CSS=71.4, Synergy_ZIP=-6.58, Synergy_Bliss=-2.49, Synergy_Loewe=-2.75, Synergy_HSA=-1.50.